This data is from Catalyst prediction with 721,799 reactions and 888 catalyst types from USPTO. The task is: Predict which catalyst facilitates the given reaction. (1) Reactant: [CH2:1]([OH:4])[CH:2]=[CH2:3].[H-].[Na+].[NH2:7][C:8]1[NH:9][C:10](=[O:27])[C:11]2[N:12]=[C:13](Br)[N:14]([C@H:17]3[C@H:21]([OH:22])[C@H:20]([OH:23])[C@@H:19]([CH2:24][OH:25])[O:18]3)[C:15]=2[N:16]=1.C(OCC)C. Product: [CH2:1]([O:4][C:13]1[N:14]([C@H:17]2[C@H:21]([OH:22])[C@H:20]([OH:23])[C@@H:19]([CH2:24][OH:25])[O:18]2)[C:15]2[N:16]=[C:8]([NH2:7])[NH:9][C:10](=[O:27])[C:11]=2[N:12]=1)[CH:2]=[CH2:3]. The catalyst class is: 16. (2) Reactant: CC[C@H]1[C@H]2C[C@H]([C@H](OC3C4C(=CC=CC=4)C(O[C@H]([C:47]4[CH:56]=[CH:55][N:54]=[C:53]5[C:48]=4C=[C:50]([O:57]C)[CH:51]=[CH:52]5)[C@@H]4N5C[C@H](CC)[C@@H](CC5)C4)=NN=3)[C:47]3[CH:56]=[CH:55][N:54]=[C:53]4[C:48]=3C=[C:50]([O:57]C)[CH:51]=[CH:52]4)N(CC2)C1.CS(N)(=O)=O.C=C1C2=NC([C:75]3[S:79][C:78]([C:80]4[CH:81]=[N:82][CH:83]=[CH:84][CH:85]=4)=[N:77][C:76]=3[CH3:86])=CC=C2OCC1.S([O-])([O-])=[O:88].[Na+].[Na+].C1[CH2:97][O:96]CC1. Product: [OH:96][CH2:97][C:52]1([OH:88])[C:53]2=[N:54][C:55]([C:75]3[S:79][C:78]([C:80]4[CH:81]=[N:82][CH:83]=[CH:84][CH:85]=4)=[N:77][C:76]=3[CH3:86])=[CH:56][CH:47]=[C:48]2[O:57][CH2:50][CH2:51]1. The catalyst class is: 664. (3) Reactant: [C:1]([C:5]1[CH:6]=[C:7]([NH:11][C:12]([NH:14][C:15]2[CH:20]=[CH:19][CH:18]=[C:17]([O:21][CH:22]3[CH2:27][CH2:26][N:25](OCC4C=CC=CC=4)[C:24](=C=O)[CH2:23]3)[CH:16]=2)=[O:13])[N:8]([CH3:10])[N:9]=1)([CH3:4])([CH3:3])[CH3:2]. Product: [C:1]([C:5]1[CH:6]=[C:7]([NH:11][C:12]([NH:14][C:15]2[CH:20]=[CH:19][CH:18]=[C:17]([O:21][CH:22]3[CH2:27][CH2:26][NH:25][CH2:24][CH2:23]3)[CH:16]=2)=[O:13])[N:8]([CH3:10])[N:9]=1)([CH3:4])([CH3:2])[CH3:3]. The catalyst class is: 63. (4) Reactant: [CH:1]([C:3]1[CH:12]=[CH:11][C:10]2[C:5](=[CH:6][CH:7]=[CH:8][CH:9]=2)[C:4]=1[OH:13])=O.O1CCCC1.C(N(CC)CC)C.ClC(OCC)=O.[BH4-].[Na+].Cl. Product: [CH3:1][C:3]1[CH:12]=[CH:11][C:10]2[C:5](=[CH:6][CH:7]=[CH:8][CH:9]=2)[C:4]=1[OH:13]. The catalyst class is: 6.